From a dataset of CYP1A2 inhibition data for predicting drug metabolism from PubChem BioAssay. Regression/Classification. Given a drug SMILES string, predict its absorption, distribution, metabolism, or excretion properties. Task type varies by dataset: regression for continuous measurements (e.g., permeability, clearance, half-life) or binary classification for categorical outcomes (e.g., BBB penetration, CYP inhibition). Dataset: cyp1a2_veith. (1) The molecule is O=C(Oc1ccccc1)N1CCC[C@@]2(CCN(c3ccccc3)C2)C1. The result is 0 (non-inhibitor). (2) The compound is Cc1nc2cnc(N3CCN(C)CC3)nc2n(C2CC2)c1=O. The result is 1 (inhibitor).